Dataset: Peptide-MHC class I binding affinity with 185,985 pairs from IEDB/IMGT. Task: Regression. Given a peptide amino acid sequence and an MHC pseudo amino acid sequence, predict their binding affinity value. This is MHC class I binding data. The peptide sequence is VTNDGVIFF. The MHC is HLA-C15:02 with pseudo-sequence HLA-C15:02. The binding affinity (normalized) is 0.0847.